From a dataset of Full USPTO retrosynthesis dataset with 1.9M reactions from patents (1976-2016). Predict the reactants needed to synthesize the given product. (1) Given the product [NH2:1][C:2]1[C:7]2[C:8]([C:11]3[CH:16]=[CH:15][C:14]([O:17][C:18]4[CH:23]=[CH:22][CH:21]=[CH:20][CH:19]=4)=[CH:13][CH:12]=3)=[CH:9][S:10][C:6]=2[C:5](/[CH:24]=[CH:25]/[C:26]([N:32]2[CH2:33][CH2:34][NH:29][C:30](=[O:35])[CH2:31]2)=[O:27])=[CH:4][N:3]=1, predict the reactants needed to synthesize it. The reactants are: [NH2:1][C:2]1[C:7]2[C:8]([C:11]3[CH:16]=[CH:15][C:14]([O:17][C:18]4[CH:23]=[CH:22][CH:21]=[CH:20][CH:19]=4)=[CH:13][CH:12]=3)=[CH:9][S:10][C:6]=2[C:5](/[CH:24]=[CH:25]/[C:26](O)=[O:27])=[CH:4][N:3]=1.[NH:29]1[CH2:34][CH2:33][NH:32][CH2:31][C:30]1=[O:35].C1C=CC2N(O)N=NC=2C=1.CN1CCOCC1.CCN=C=NCCCN(C)C. (2) The reactants are: [O:1]=[S:2]1(=[O:31])[CH2:7][CH:6]=[C:5]([C:8]2[CH:13]=[CH:12][C:11]([N:14]3[CH2:18][C@H:17]([CH2:19][N:20]4[CH:24]=[C:23]([CH:25]=[C:26](Br)[Br:27])[N:22]=[N:21]4)[O:16][C:15]3=[O:29])=[CH:10][C:9]=2[F:30])[CH2:4][CH2:3]1.C(OP([O-])OCC)C.C(N(CC)CC)C. Given the product [O:31]=[S:2]1(=[O:1])[CH2:3][CH:4]=[C:5]([C:8]2[CH:13]=[CH:12][C:11]([N:14]3[CH2:18][C@H:17]([CH2:19][N:20]4[CH:24]=[C:23](/[CH:25]=[CH:26]/[Br:27])[N:22]=[N:21]4)[O:16][C:15]3=[O:29])=[CH:10][C:9]=2[F:30])[CH2:6][CH2:7]1, predict the reactants needed to synthesize it. (3) Given the product [Br:1][C:2]1[C:3]([CH3:12])=[CH:4][C:5]([CH3:11])=[C:6]([CH2:7][C:21]2[S:20][C:19]([C:13]3[CH:14]=[CH:15][CH:16]=[CH:17][CH:18]=3)=[CH:23][CH:22]=2)[CH:10]=1, predict the reactants needed to synthesize it. The reactants are: [Br:1][C:2]1[C:3]([CH3:12])=[CH:4][C:5]([CH3:11])=[C:6]([CH:10]=1)[C:7](O)=O.[C:13]1([C:19]2[S:20][CH:21]=[CH:22][CH:23]=2)[CH:18]=[CH:17][CH:16]=[CH:15][CH:14]=1. (4) Given the product [C:1]([O:5][C:6](=[O:19])[NH:7][CH2:8][C:9]1[CH:14]=[CH:13][C:12]([F:15])=[C:11]([NH2:16])[CH:10]=1)([CH3:4])([CH3:2])[CH3:3], predict the reactants needed to synthesize it. The reactants are: [C:1]([O:5][C:6](=[O:19])[NH:7][CH2:8][C:9]1[CH:14]=[CH:13][C:12]([F:15])=[C:11]([N+:16]([O-])=O)[CH:10]=1)([CH3:4])([CH3:3])[CH3:2].